This data is from CYP2C9 inhibition data for predicting drug metabolism from PubChem BioAssay. The task is: Regression/Classification. Given a drug SMILES string, predict its absorption, distribution, metabolism, or excretion properties. Task type varies by dataset: regression for continuous measurements (e.g., permeability, clearance, half-life) or binary classification for categorical outcomes (e.g., BBB penetration, CYP inhibition). Dataset: cyp2c9_veith. (1) The compound is COc1cc(-c2nnc(COC(=O)c3c4c(nc5ccccc35)CCCC4)o2)cc(OC)c1OC. The result is 1 (inhibitor). (2) The molecule is CCOC(=O)CCN1C(=O)[C@H]2CC[C@@H]3/C(=N\NC(=O)OCc4ccccc4)C[C@@H](O)[C@@H](O)[C@@H]3[C@@H]2C1=O. The result is 0 (non-inhibitor). (3) The compound is O=C1CCCC=C1[C@H](O)c1ccc([N+](=O)[O-])cc1. The result is 0 (non-inhibitor). (4) The molecule is Cc1ccc(C(=O)Nc2ccccc2Oc2ccccc2)cc1[N+](=O)[O-]. The result is 1 (inhibitor).